This data is from Forward reaction prediction with 1.9M reactions from USPTO patents (1976-2016). The task is: Predict the product of the given reaction. (1) Given the reactants [CH2:1]([C:8]1[O:12][N:11]=[C:10]([C@@H:13]2[CH2:17][C@H:16]([C:18]3[CH:23]=[CH:22][CH:21]=[CH:20][CH:19]=3)[CH2:15][N:14]2C(OC(C)(C)C)=O)[N:9]=1)[C:2]1[CH:7]=[CH:6][CH:5]=[CH:4][CH:3]=1.[ClH:31], predict the reaction product. The product is: [ClH:31].[CH2:1]([C:8]1[O:12][N:11]=[C:10]([C@@H:13]2[CH2:17][C@H:16]([C:18]3[CH:23]=[CH:22][CH:21]=[CH:20][CH:19]=3)[CH2:15][NH:14]2)[N:9]=1)[C:2]1[CH:3]=[CH:4][CH:5]=[CH:6][CH:7]=1. (2) The product is: [C:1]([NH:6][C@H:7]([C:29]([NH:31][CH2:32][CH2:33][S:34][C:35](=[O:37])[CH3:36])=[O:30])[CH2:8][SH:9])(=[O:5])[CH:2]([CH3:3])[CH3:4]. Given the reactants [C:1]([NH:6][C@H:7]([C:29]([NH:31][C@H:32](C(O)=O)[CH2:33][S:34][C:35](=[O:37])[CH3:36])=[O:30])[CH2:8][S:9]C(C1C=CC=CC=1)(C1C=CC=CC=1)C1C=CC=CC=1)(=[O:5])[CH:2]([CH3:4])[CH3:3].C(N[C@H](C(NCCSC(=O)C)=O)CS)(=O)C.C(Cl)Cl.CCOCC, predict the reaction product. (3) Given the reactants [Br:1][C:2]1[S:3][C:4]([CH:7]=[O:8])=[CH:5][N:6]=1.[CH2:9]([Mg]Br)[CH3:10].[Cl-].[NH4+], predict the reaction product. The product is: [Br:1][C:2]1[S:3][C:4]([CH:7]([OH:8])[CH2:9][CH3:10])=[CH:5][N:6]=1. (4) Given the reactants [N:1]1([C:6]2[CH:14]=[CH:13][C:9]([CH2:10][CH2:11][OH:12])=[CH:8][CH:7]=2)[CH2:5][CH2:4][CH2:3][CH2:2]1.[CH3:15][S:16](Cl)(=[O:18])=[O:17].C(=O)([O-])O.[Na+], predict the reaction product. The product is: [S:16]([O:12][CH2:11][CH2:10][C:9]1[CH:13]=[CH:14][C:6]([N:1]2[CH2:5][CH2:4][CH2:3][CH2:2]2)=[CH:7][CH:8]=1)(=[O:18])(=[O:17])[CH3:15]. (5) Given the reactants [H-].[Na+].[F:3][C:4]1[C:12]([N:13]2[C:21](=[O:22])[C:20]3[C:15](=[CH:16][CH:17]=[CH:18][CH:19]=3)[C:14]2=[O:23])=[CH:11][CH:10]=[C:9]2[C:5]=1[CH:6]=[CH:7][NH:8]2.Cl.[N:25]1[CH:30]=[CH:29][CH:28]=[CH:27][C:26]=1[CH2:31]Cl.C(=O)([O-])[O-].[K+].[K+].OC1C=CC=C[N+]=1[O-].CCN=C=NCCCN(C)C, predict the reaction product. The product is: [F:3][C:4]1[C:12]([N:13]2[C:14](=[O:23])[C:15]3[C:20](=[CH:19][CH:18]=[CH:17][CH:16]=3)[C:21]2=[O:22])=[CH:11][CH:10]=[C:9]2[C:5]=1[CH:6]=[CH:7][N:8]2[CH2:31][C:26]1[CH:27]=[CH:28][CH:29]=[CH:30][N:25]=1.